Dataset: Forward reaction prediction with 1.9M reactions from USPTO patents (1976-2016). Task: Predict the product of the given reaction. (1) Given the reactants [N+:1]([C:4]1[C:5]([NH:10][C:11]2[CH:16]=[CH:15][C:14]([N:17]3[C:21]([C:22]4[CH:23]=[N:24][CH:25]=[CH:26][CH:27]=4)=[N:20][C:19]([C:28]4[CH:33]=[CH:32][CH:31]=[CH:30][N:29]=4)=[N:18]3)=[CH:13][CH:12]=2)=[N:6][CH:7]=[CH:8][CH:9]=1)([O-])=O.[H][H], predict the reaction product. The product is: [N:29]1[CH:30]=[CH:31][CH:32]=[CH:33][C:28]=1[C:19]1[N:20]=[C:21]([C:22]2[CH:23]=[N:24][CH:25]=[CH:26][CH:27]=2)[N:17]([C:14]2[CH:13]=[CH:12][C:11]([NH:10][C:5]3[C:4]([NH2:1])=[CH:9][CH:8]=[CH:7][N:6]=3)=[CH:16][CH:15]=2)[N:18]=1. (2) Given the reactants [C:1]([O:5][C:6]([N:8]1[CH2:13][CH2:12][N:11]([C:14]2[CH:19]=[CH:18][CH:17]=[CH:16][C:15]=2[NH:20][C:21]([C:23]2[CH:28]=[CH:27][N:26]=[C:25]([Cl:29])[CH:24]=2)=[O:22])[CH2:10][CH2:9]1)=[O:7])([CH3:4])([CH3:3])[CH3:2].[H-].[Na+].I[CH3:33], predict the reaction product. The product is: [C:1]([O:5][C:6]([N:8]1[CH2:13][CH2:12][N:11]([C:14]2[CH:19]=[CH:18][CH:17]=[CH:16][C:15]=2[N:20]([C:21]([C:23]2[CH:28]=[CH:27][N:26]=[C:25]([Cl:29])[CH:24]=2)=[O:22])[CH3:33])[CH2:10][CH2:9]1)=[O:7])([CH3:4])([CH3:2])[CH3:3]. (3) The product is: [C:1]([C:4]1[C:5]([C:34]2[CH:35]=[CH:36][C:37]([F:38])=[C:32]([Cl:31])[CH:33]=2)=[N:6][N:7]2[CH2:12][C:11]3([CH2:14][CH2:13]3)[N:10]([C:15]([O:17][C:18]([CH3:21])([CH3:20])[CH3:19])=[O:16])[CH2:9][C:8]=12)(=[O:3])[NH2:2]. Given the reactants [C:1]([C:4]1[C:5](I)=[N:6][N:7]2[CH2:12][C:11]3([CH2:14][CH2:13]3)[N:10]([C:15]([O:17][C:18]([CH3:21])([CH3:20])[CH3:19])=[O:16])[CH2:9][C:8]=12)(=[O:3])[NH2:2].[O-]P([O-])([O-])=O.[K+].[K+].[K+].[Cl:31][C:32]1[CH:33]=[C:34](B(O)O)[CH:35]=[CH:36][C:37]=1[F:38], predict the reaction product. (4) Given the reactants [F:1][C:2]1[CH:7]=[CH:6][C:5]([N:8]2[C:16]3[C:11](=[CH:12][C:13]([O:17][C@H:18]([C:22]4[CH:27]=[CH:26][CH:25]=[C:24]([O:28][CH3:29])[CH:23]=4)[C@@H:19]([NH2:21])[CH3:20])=[CH:14][CH:15]=3)[CH:10]=[N:9]2)=[CH:4][CH:3]=1.[NH:30]1[CH:34]=[CH:33][C:32]([C:35](O)=[O:36])=[N:31]1, predict the reaction product. The product is: [F:1][C:2]1[CH:3]=[CH:4][C:5]([N:8]2[C:16]3[C:11](=[CH:12][C:13]([O:17][C@H:18]([C:22]4[CH:27]=[CH:26][CH:25]=[C:24]([O:28][CH3:29])[CH:23]=4)[C@@H:19]([NH:21][C:35]([C:32]4[CH:33]=[CH:34][NH:30][N:31]=4)=[O:36])[CH3:20])=[CH:14][CH:15]=3)[CH:10]=[N:9]2)=[CH:6][CH:7]=1. (5) Given the reactants [OH:1][C:2]([C:4](F)(F)F)=O.O[C:9](C(F)(F)F)=O.[OH:15][C:16]1[CH:17]=[CH:18][C:19]2[C:20]3[N:21]([CH2:37][CH2:38][N:39]=3)[C:22]([NH:28][C:29](=[O:36])[C:30]3[CH:35]=[CH:34][CH:33]=[N:32][CH:31]=3)=[N:23][C:24]=2[C:25]=1[O:26][CH3:27].[C:40](=[O:43])([O-])[O-].[Cs+].[Cs+].[CH3:46][N:47]([CH:49]=O)[CH3:48], predict the reaction product. The product is: [OH:1][C@H:2]([CH2:49][N:47]1[CH2:46][CH2:40][O:43][CH2:9][CH2:48]1)[CH2:4][O:15][C:16]1[CH:17]=[CH:18][C:19]2[C:20]3[N:21]([CH2:37][CH2:38][N:39]=3)[C:22]([NH:28][C:29]([C:30]3[CH:31]=[N:32][CH:33]=[CH:34][CH:35]=3)=[O:36])=[N:23][C:24]=2[C:25]=1[O:26][CH3:27]. (6) Given the reactants [C:1]([O:5][C:6]([N:8]1[CH2:12][C@H:11](O)[CH2:10][C@H:9]1[C:14]([N:16]1[CH2:20][CH2:19][S:18][CH2:17]1)=[O:15])=[O:7])([CH3:4])([CH3:3])[CH3:2].C([N:23](CC)CC)C, predict the reaction product. The product is: [NH2:23][C@@H:11]1[CH2:12][N:8]([C:6]([O:5][C:1]([CH3:4])([CH3:3])[CH3:2])=[O:7])[C@H:9]([C:14]([N:16]2[CH2:20][CH2:19][S:18][CH2:17]2)=[O:15])[CH2:10]1. (7) Given the reactants [CH:1]([O:4][C:5]([N:7]1[C:16]2[C:11](=[CH:12][CH:13]=[C:14]([CH3:17])[N:15]=2)[C:10](=[O:18])[C:9]([C:19]([O:21][CH2:22][CH3:23])=[O:20])=[CH:8]1)=[O:6])([CH3:3])[CH3:2].[CH2:24]([Mg]Br)[CH3:25].[Cl-].[NH4+], predict the reaction product. The product is: [CH:1]([O:4][C:5]([N:7]1[C:16]2[C:11](=[CH:12][CH:13]=[C:14]([CH3:17])[N:15]=2)[C:10](=[O:18])[CH:9]([C:19]([O:21][CH2:22][CH3:23])=[O:20])[CH:8]1[CH2:24][CH3:25])=[O:6])([CH3:2])[CH3:3]. (8) Given the reactants Br[C:2]1[CH:7]=[CH:6][C:5]([C:8]2[CH:13]=[CH:12][C:11]([CH:14]([N:16]3[CH2:20][CH2:19][CH2:18][CH2:17]3)[CH3:15])=[CH:10][CH:9]=2)=[CH:4][C:3]=1[F:21].[CH3:22][O:23][C:24]1[N:29]=[CH:28][C:27](B(O)O)=[CH:26][N:25]=1, predict the reaction product. The product is: [F:21][C:3]1[CH:4]=[C:5]([C:8]2[CH:13]=[CH:12][C:11]([CH:14]([N:16]3[CH2:20][CH2:19][CH2:18][CH2:17]3)[CH3:15])=[CH:10][CH:9]=2)[CH:6]=[CH:7][C:2]=1[C:27]1[CH:26]=[N:25][C:24]([O:23][CH3:22])=[N:29][CH:28]=1. (9) Given the reactants [Br:1][C:2]1[CH:3]=[C:4]2[C:9](=[CH:10][CH:11]=1)[C:8](=[O:12])[NH:7][CH:6]=[CH:5]2.[F:13][B-](F)(F)F.F[B-](F)(F)F.ClC[N+]12CC[N+](F)(CC1)CC2.CO.O=P(Cl)(Cl)Cl, predict the reaction product. The product is: [Br:1][C:2]1[CH:3]=[C:4]2[C:9](=[CH:10][CH:11]=1)[C:8](=[O:12])[NH:7][CH:6]=[C:5]2[F:13].